Dataset: Forward reaction prediction with 1.9M reactions from USPTO patents (1976-2016). Task: Predict the product of the given reaction. Given the reactants Br[C:2]1[CH:7]=[CH:6][C:5]([C:8]([F:11])([F:10])[F:9])=[CH:4][CH:3]=1.[NH:12]1[CH2:22][CH2:21][CH:15]([C:16]([O:18][CH2:19][CH3:20])=[O:17])[CH2:14][CH2:13]1, predict the reaction product. The product is: [F:9][C:8]([F:11])([F:10])[C:5]1[CH:6]=[CH:7][C:2]([N:12]2[CH2:22][CH2:21][CH:15]([C:16]([O:18][CH2:19][CH3:20])=[O:17])[CH2:14][CH2:13]2)=[CH:3][CH:4]=1.